From a dataset of Peptide-MHC class II binding affinity with 134,281 pairs from IEDB. Regression. Given a peptide amino acid sequence and an MHC pseudo amino acid sequence, predict their binding affinity value. This is MHC class II binding data. (1) The MHC is DRB1_0401 with pseudo-sequence DRB1_0401. The binding affinity (normalized) is 0.217. The peptide sequence is GLSGEPKGGAESSSK. (2) The binding affinity (normalized) is 0.536. The MHC is DRB1_0101 with pseudo-sequence DRB1_0101. The peptide sequence is NLLANVYHQINHLKT. (3) The peptide sequence is LSILAILKGLYNFAT. The MHC is DRB1_0101 with pseudo-sequence DRB1_0101. The binding affinity (normalized) is 1.00. (4) The peptide sequence is ALWRVSAEEY. The MHC is DRB1_0802 with pseudo-sequence DRB1_0802. The binding affinity (normalized) is 0.231. (5) The peptide sequence is LEKISNEIKIVATPD. The MHC is DRB1_1302 with pseudo-sequence DRB1_1302. The binding affinity (normalized) is 0.491. (6) The MHC is DRB1_0901 with pseudo-sequence DRB1_0901. The binding affinity (normalized) is 1.00. The peptide sequence is FSLSAAVKAGASLID.